This data is from Catalyst prediction with 721,799 reactions and 888 catalyst types from USPTO. The task is: Predict which catalyst facilitates the given reaction. (1) Reactant: [C:1]([C:5]1[CH:33]=[CH:32][C:8]([NH:9][C:10]2[C:19]3[C:14](=[CH:15][CH:16]=[CH:17][CH:18]=3)[C:13]([CH2:20][C:21]3[CH:22]=[N:23][C:24]([O:30]C)=[C:25]([NH:27][CH2:28][CH3:29])[CH:26]=3)=[N:12][N:11]=2)=[CH:7][CH:6]=1)([CH3:4])([CH3:3])[CH3:2]. Product: [C:1]([C:5]1[CH:6]=[CH:7][C:8]([NH:9][C:10]2[C:19]3[C:14](=[CH:15][CH:16]=[CH:17][CH:18]=3)[C:13]([CH2:20][C:21]3[CH:22]=[N:23][C:24]([OH:30])=[C:25]([NH:27][CH2:28][CH3:29])[CH:26]=3)=[N:12][N:11]=2)=[CH:32][CH:33]=1)([CH3:2])([CH3:3])[CH3:4]. The catalyst class is: 22. (2) Product: [Cl:3][C:4]1[CH:9]=[CH:8][C:7]([O:10][CH2:12][Sn:13]([CH3:16])([CH3:15])[CH3:14])=[CH:6][CH:5]=1. Reactant: [H-].[Na+].[Cl:3][C:4]1[CH:9]=[CH:8][C:7]([OH:10])=[CH:6][CH:5]=1.Cl[CH2:12][Sn:13]([CH3:16])([CH3:15])[CH3:14]. The catalyst class is: 49. (3) Reactant: Br[C:2]1[CH:7]=[C:6]([NH:8][C:9](=[O:20])[C:10]2[C:15]([Cl:16])=[CH:14][C:13]([C:17]#[N:18])=[CH:12][C:11]=2[Cl:19])[CH:5]=[CH:4][N:3]=1.[N:21]1[CH:26]=[CH:25][C:24]([NH2:27])=[N:23][CH:22]=1.CC1(C)C2C(=C(P(C3C=CC=CC=3)C3C=CC=CC=3)C=CC=2)OC2C(P(C3C=CC=CC=3)C3C=CC=CC=3)=CC=CC1=2.C([O-])([O-])=O.[Cs+].[Cs+]. Product: [Cl:19][C:11]1[CH:12]=[C:13]([C:17]#[N:18])[CH:14]=[C:15]([Cl:16])[C:10]=1[C:9]([NH:8][C:6]1[CH:5]=[CH:4][N:3]=[C:2]([NH:27][C:24]2[CH:25]=[CH:26][N:21]=[CH:22][N:23]=2)[CH:7]=1)=[O:20]. The catalyst class is: 102. (4) Reactant: [CH2:1]([O:8][C:9]1[C:16]([O:17][CH3:18])=[CH:15][C:12]([CH:13]=O)=[C:11]([I:19])[CH:10]=1)[C:2]1[CH:7]=[CH:6][CH:5]=[CH:4][CH:3]=1.Cl.[NH2:21][OH:22].C([O-])(=O)C.[Na+]. Product: [CH2:1]([O:8][C:9]1[C:16]([O:17][CH3:18])=[CH:15][C:12]([CH:13]=[N:21][OH:22])=[C:11]([I:19])[CH:10]=1)[C:2]1[CH:7]=[CH:6][CH:5]=[CH:4][CH:3]=1. The catalyst class is: 8. (5) Reactant: Br[C:2]1[CH:3]=[C:4]([C:8]2[N:12]([C:13]3[C:18]([CH:19]([CH3:21])[CH3:20])=[CH:17][CH:16]=[CH:15][C:14]=3[CH:22]([CH3:24])[CH3:23])[C:11]3[CH:25]=[CH:26][CH:27]=[CH:28][C:10]=3[N:9]=2)[CH:5]=[CH:6][CH:7]=1.[CH3:29][C:30]1([CH3:46])[C:34]([CH3:36])([CH3:35])[O:33][B:32]([B:32]2[O:33][C:34]([CH3:36])([CH3:35])[C:30]([CH3:46])([CH3:29])[O:31]2)[O:31]1.C1(P(C2CCCCC2)C2C=CC=CC=2C2C(OC)=CC=CC=2OC)CCCCC1.C([O-])(=O)C.[K+]. Product: [CH:19]([C:18]1[CH:17]=[CH:16][CH:15]=[C:14]([CH:22]([CH3:23])[CH3:24])[C:13]=1[N:12]1[C:11]2[CH:25]=[CH:26][CH:27]=[CH:28][C:10]=2[N:9]=[C:8]1[C:4]1[CH:5]=[CH:6][CH:7]=[C:2]([B:32]2[O:33][C:34]([CH3:36])([CH3:35])[C:30]([CH3:46])([CH3:29])[O:31]2)[CH:3]=1)([CH3:21])[CH3:20]. The catalyst class is: 102. (6) Reactant: [CH3:1][C:2]1[N:7]=[C:6]2[NH:8][N:9]=[CH:10][C:5]2=[CH:4][N:3]=1.[I:11]N1C(=O)CCC1=O. Product: [I:11][C:10]1[C:5]2[C:6](=[N:7][C:2]([CH3:1])=[N:3][CH:4]=2)[NH:8][N:9]=1. The catalyst class is: 3. (7) Reactant: [S:1]1[CH:5]=[CH:4][C:3]([CH2:6][NH:7][CH2:8][CH2:9][C:10]([O:12]CC)=[O:11])=[CH:2]1.C(=O)(O)[O-].[Na+].Cl[C:21]([O:23][CH2:24][CH3:25])=[O:22].[OH-].[K+]. Product: [CH2:24]([O:23][C:21]([N:7]([CH2:6][C:3]1[CH:4]=[CH:5][S:1][CH:2]=1)[CH2:8][CH2:9][C:10]([OH:12])=[O:11])=[O:22])[CH3:25]. The catalyst class is: 8.